Dataset: Forward reaction prediction with 1.9M reactions from USPTO patents (1976-2016). Task: Predict the product of the given reaction. (1) Given the reactants [Cl:1][C:2]1[CH:7]=[CH:6][C:5]([C@H:8]2[N:15]3[C:11]([S:12][C:13]([C:19]([N:21]4[C:28](=[O:29])[CH2:27][CH2:26][C@H:22]4[C:23]([OH:25])=O)=[O:20])=[C:14]3[CH:16]([CH3:18])[CH3:17])=[N:10][C@:9]2([C:31]2[CH:36]=[CH:35][C:34]([Cl:37])=[CH:33][CH:32]=2)[CH3:30])=[CH:4][CH:3]=1.Cl.[CH3:39][C@@H:40]1[CH2:45][NH:44][CH2:43][CH2:42][N:41]1[C:46](=[O:48])[CH3:47], predict the reaction product. The product is: [C:46]([N:41]1[CH2:42][CH2:43][N:44]([C:23]([C@H:22]2[N:21]([C:19]([C:13]3[S:12][C:11]4=[N:10][C@:9]([C:31]5[CH:32]=[CH:33][C:34]([Cl:37])=[CH:35][CH:36]=5)([CH3:30])[C@@H:8]([C:5]5[CH:6]=[CH:7][C:2]([Cl:1])=[CH:3][CH:4]=5)[N:15]4[C:14]=3[CH:16]([CH3:17])[CH3:18])=[O:20])[C:28](=[O:29])[CH2:27][CH2:26]2)=[O:25])[CH2:45][C@H:40]1[CH3:39])(=[O:48])[CH3:47]. (2) Given the reactants [CH3:1][N:2]([CH3:27])[CH2:3][CH2:4][NH:5][C:6]([C:8]1[C:21]2[C:12](=[N:13][C:14]3[C:19]([N:20]=2)=[C:18]2[CH:22]=[CH:23][CH:24]=[C:25]([NH2:26])[C:17]2=[CH:16][CH:15]=3)[CH:11]=[CH:10][CH:9]=1)=[O:7].N1C=CC=CC=1.[C:34](Cl)(=[O:36])[CH3:35], predict the reaction product. The product is: [CH3:1][N:2]([CH3:27])[CH2:3][CH2:4][NH:5][C:6]([C:8]1[C:21]2[C:12](=[N:13][C:14]3[C:19]([N:20]=2)=[C:18]2[CH:22]=[CH:23][CH:24]=[C:25]([NH:26][C:34](=[O:36])[CH3:35])[C:17]2=[CH:16][CH:15]=3)[CH:11]=[CH:10][CH:9]=1)=[O:7]. (3) Given the reactants Cl[C:2]1[C:3]2[CH:10]=[CH:9][NH:8][C:4]=2[N:5]=[CH:6][N:7]=1.C(O)(C)C.[CH3:15][CH:16]([NH2:18])[CH3:17], predict the reaction product. The product is: [CH:16]([NH:18][C:2]1[C:3]2[CH:10]=[CH:9][NH:8][C:4]=2[N:5]=[CH:6][N:7]=1)([CH3:17])[CH3:15]. (4) The product is: [NH2:1][CH:2]1[CH2:7][CH2:6][N:5]([C:9]2[CH:10]=[C:11]([CH:14]=[CH:15][CH:16]=2)[C:12]#[N:13])[CH2:4][CH2:3]1. Given the reactants [NH2:1][CH:2]1[CH2:7][CH2:6][NH:5][CH2:4][CH2:3]1.F[C:9]1[CH:10]=[C:11]([CH:14]=[CH:15][CH:16]=1)[C:12]#[N:13], predict the reaction product. (5) Given the reactants [C:1](Cl)(=[O:3])[CH3:2].[Cl-].[Al+3].[Cl-].[Cl-].N1C2C(=C(N3CCN(C(OC(C)(C)C)=O)CC3)C=CC=2)C=C1.[O:31]1[C:35]2[CH:36]=[CH:37][CH:38]=[CH:39][C:34]=2[CH2:33][CH2:32]1, predict the reaction product. The product is: [O:31]1[C:35]2[CH:36]=[CH:37][C:38]([C:1](=[O:3])[CH3:2])=[CH:39][C:34]=2[CH2:33][CH2:32]1. (6) Given the reactants [F:1][C:2]([F:22])([F:21])[O:3][C:4]1[CH:9]=[CH:8][C:7]([N:10]2[CH2:14][CH2:13][C:12]3([CH2:19][CH2:18][NH:17][CH2:16][CH2:15]3)[C:11]2=[O:20])=[CH:6][CH:5]=1.Br[C:24]1[CH:29]=[C:28]([C:30]([F:33])([F:32])[F:31])[CH:27]=[CH:26][C:25]=1[F:34], predict the reaction product. The product is: [F:34][C:25]1[CH:24]=[CH:29][C:28]([C:30]([F:31])([F:32])[F:33])=[CH:27][C:26]=1[N:17]1[CH2:16][CH2:15][C:12]2([C:11](=[O:20])[N:10]([C:7]3[CH:8]=[CH:9][C:4]([O:3][C:2]([F:1])([F:21])[F:22])=[CH:5][CH:6]=3)[CH2:14][CH2:13]2)[CH2:19][CH2:18]1. (7) Given the reactants [C:1]([C:6]1[CH:7]=[N:8][C:9]2[C:14]([C:15]=1[NH:16][C@H:17]1[CH2:22][CH2:21][C@H:20]([NH:23]C(=O)OC(C)(C)C)[CH2:19][CH2:18]1)=[CH:13][C:12]([C:31]1[CH:36]=[C:35]([F:37])[C:34]([OH:38])=[C:33]([Cl:39])[CH:32]=1)=[CH:11][CH:10]=2)(=[O:5])[CH2:2][CH2:3][CH3:4].O.Cl, predict the reaction product. The product is: [NH2:23][C@H:20]1[CH2:21][CH2:22][C@H:17]([NH:16][C:15]2[C:14]3[C:9](=[CH:10][CH:11]=[C:12]([C:31]4[CH:36]=[C:35]([F:37])[C:34]([OH:38])=[C:33]([Cl:39])[CH:32]=4)[CH:13]=3)[N:8]=[CH:7][C:6]=2[C:1](=[O:5])[CH2:2][CH2:3][CH3:4])[CH2:18][CH2:19]1.